From a dataset of NCI-60 drug combinations with 297,098 pairs across 59 cell lines. Regression. Given two drug SMILES strings and cell line genomic features, predict the synergy score measuring deviation from expected non-interaction effect. (1) Drug 1: C1=CC(=CC=C1CC(C(=O)O)N)N(CCCl)CCCl.Cl. Drug 2: CC1C(C(CC(O1)OC2CC(OC(C2O)C)OC3=CC4=CC5=C(C(=O)C(C(C5)C(C(=O)C(C(C)O)O)OC)OC6CC(C(C(O6)C)O)OC7CC(C(C(O7)C)O)OC8CC(C(C(O8)C)O)(C)O)C(=C4C(=C3C)O)O)O)O. Cell line: OVCAR-4. Synergy scores: CSS=6.60, Synergy_ZIP=2.86, Synergy_Bliss=5.89, Synergy_Loewe=-57.2, Synergy_HSA=2.15. (2) Drug 1: CCCS(=O)(=O)NC1=C(C(=C(C=C1)F)C(=O)C2=CNC3=C2C=C(C=N3)C4=CC=C(C=C4)Cl)F. Drug 2: CN1C2=C(C=C(C=C2)N(CCCl)CCCl)N=C1CCCC(=O)O.Cl. Cell line: M14. Synergy scores: CSS=46.9, Synergy_ZIP=6.31, Synergy_Bliss=5.91, Synergy_Loewe=-28.1, Synergy_HSA=4.80. (3) Drug 1: C1=CC(=CC=C1CC(C(=O)O)N)N(CCCl)CCCl.Cl. Drug 2: C1=NC2=C(N=C(N=C2N1C3C(C(C(O3)CO)O)O)F)N. Cell line: OVCAR-8. Synergy scores: CSS=16.4, Synergy_ZIP=-14.7, Synergy_Bliss=-9.84, Synergy_Loewe=-21.9, Synergy_HSA=-10.3. (4) Drug 1: COC1=CC(=CC(=C1O)OC)C2C3C(COC3=O)C(C4=CC5=C(C=C24)OCO5)OC6C(C(C7C(O6)COC(O7)C8=CC=CS8)O)O. Drug 2: C1=NC2=C(N1)C(=S)N=CN2. Cell line: SF-539. Synergy scores: CSS=48.8, Synergy_ZIP=-8.93, Synergy_Bliss=-17.6, Synergy_Loewe=-28.4, Synergy_HSA=-14.0. (5) Drug 1: C1CN1C2=NC(=NC(=N2)N3CC3)N4CC4. Drug 2: C1=C(C(=O)NC(=O)N1)F. Cell line: SK-MEL-5. Synergy scores: CSS=58.5, Synergy_ZIP=-3.46, Synergy_Bliss=-3.70, Synergy_Loewe=5.57, Synergy_HSA=7.58. (6) Drug 1: C1=CC(=C2C(=C1NCCNCCO)C(=O)C3=C(C=CC(=C3C2=O)O)O)NCCNCCO. Drug 2: CC1=C(N=C(N=C1N)C(CC(=O)N)NCC(C(=O)N)N)C(=O)NC(C(C2=CN=CN2)OC3C(C(C(C(O3)CO)O)O)OC4C(C(C(C(O4)CO)O)OC(=O)N)O)C(=O)NC(C)C(C(C)C(=O)NC(C(C)O)C(=O)NCCC5=NC(=CS5)C6=NC(=CS6)C(=O)NCCC[S+](C)C)O. Cell line: NCI/ADR-RES. Synergy scores: CSS=7.43, Synergy_ZIP=-2.68, Synergy_Bliss=1.85, Synergy_Loewe=-4.96, Synergy_HSA=2.22. (7) Drug 1: CCC1=CC2CC(C3=C(CN(C2)C1)C4=CC=CC=C4N3)(C5=C(C=C6C(=C5)C78CCN9C7C(C=CC9)(C(C(C8N6C)(C(=O)OC)O)OC(=O)C)CC)OC)C(=O)OC.C(C(C(=O)O)O)(C(=O)O)O. Drug 2: C(CC(=O)O)C(=O)CN.Cl. Cell line: RPMI-8226. Synergy scores: CSS=38.0, Synergy_ZIP=-7.87, Synergy_Bliss=-8.50, Synergy_Loewe=-8.48, Synergy_HSA=-5.05.